Dataset: Forward reaction prediction with 1.9M reactions from USPTO patents (1976-2016). Task: Predict the product of the given reaction. (1) Given the reactants [Br:1][C:2]1[CH:7]=[CH:6][C:5]([C:8]2[N:9]([CH2:22][CH2:23][OH:24])[CH:10]=[C:11]([C:13]3[N:14]([CH:19]([CH3:21])[CH3:20])[N:15]=[C:16]([CH3:18])[N:17]=3)[N:12]=2)=[C:4](F)[CH:3]=1.[H-].[Na+], predict the reaction product. The product is: [Br:1][C:2]1[CH:7]=[CH:6][C:5]2[C:8]3[N:9]([CH2:22][CH2:23][O:24][C:4]=2[CH:3]=1)[CH:10]=[C:11]([C:13]1[N:14]([CH:19]([CH3:21])[CH3:20])[N:15]=[C:16]([CH3:18])[N:17]=1)[N:12]=3. (2) Given the reactants [Cl:1][C:2]1[C:3]([C:31](=[O:41])[N:32]([CH2:37][CH2:38][CH2:39][CH3:40])[CH2:33][CH2:34][CH2:35][CH3:36])=[N:4][N:5]([C:8]2[CH:18]=[CH:17][C:11]([C:12]([O:14]CC)=[O:13])=[CH:10][C:9]=2[C:19]([N:21]2[CH2:30][CH2:29][C:28]3[C:23](=[CH:24][CH:25]=[CH:26][CH:27]=3)[CH2:22]2)=[O:20])[C:6]=1[CH3:7].[OH-].[Na+], predict the reaction product. The product is: [Cl:1][C:2]1[C:3]([C:31](=[O:41])[N:32]([CH2:37][CH2:38][CH2:39][CH3:40])[CH2:33][CH2:34][CH2:35][CH3:36])=[N:4][N:5]([C:8]2[CH:18]=[CH:17][C:11]([C:12]([OH:14])=[O:13])=[CH:10][C:9]=2[C:19]([N:21]2[CH2:30][CH2:29][C:28]3[C:23](=[CH:24][CH:25]=[CH:26][CH:27]=3)[CH2:22]2)=[O:20])[C:6]=1[CH3:7].